This data is from Peptide-MHC class II binding affinity with 134,281 pairs from IEDB. The task is: Regression. Given a peptide amino acid sequence and an MHC pseudo amino acid sequence, predict their binding affinity value. This is MHC class II binding data. (1) The peptide sequence is EMTYKNKVVKVLRPA. The MHC is DRB1_1301 with pseudo-sequence DRB1_1301. The binding affinity (normalized) is 0.872. (2) The peptide sequence is LRKVKRVVASLMRGL. The binding affinity (normalized) is 0. The MHC is HLA-DQA10201-DQB10402 with pseudo-sequence HLA-DQA10201-DQB10402. (3) The peptide sequence is LEVFSEWCEFVDFSV. The MHC is DRB1_0101 with pseudo-sequence DRB1_0101. The binding affinity (normalized) is 0.310. (4) The peptide sequence is MATTLPVQRHPRSLF. The MHC is DRB1_1101 with pseudo-sequence DRB1_1101. The binding affinity (normalized) is 0.409. (5) The peptide sequence is DVNAGFKAAVAAAAN. The MHC is DRB1_0301 with pseudo-sequence DRB1_0301. The binding affinity (normalized) is 0. (6) The peptide sequence is CLKPVILTDGPERVI. The MHC is DRB5_0101 with pseudo-sequence DRB5_0101. The binding affinity (normalized) is 0.123. (7) The peptide sequence is SCTEEAFKIGLHTEF. The MHC is DRB1_0101 with pseudo-sequence DRB1_0101. The binding affinity (normalized) is 0.710.